This data is from Catalyst prediction with 721,799 reactions and 888 catalyst types from USPTO. The task is: Predict which catalyst facilitates the given reaction. Product: [C:8]([C:10]1[CH:11]=[CH:12][C:13]([CH:16]2[C:25]3[C:24](=[O:26])[CH2:23][CH2:22][CH2:21][C:20]=3[N:19]([C:27]3[CH:32]=[CH:31][CH:30]=[C:29]([C:33]([F:36])([F:34])[F:35])[CH:28]=3)[C:18](=[O:37])[N:17]2[C:38]([O:40][CH2:41][CH2:46][O:2][CH3:1])=[O:39])=[CH:14][CH:15]=1)#[N:9]. The catalyst class is: 7. Reactant: [CH3:1][O:2]CCO.[H-].[Na+].[C:8]([C:10]1[CH:15]=[CH:14][C:13]([CH:16]2[C:25]3[C:24](=[O:26])[CH2:23][CH2:22][CH2:21][C:20]=3[N:19]([C:27]3[CH:32]=[CH:31][CH:30]=[C:29]([C:33]([F:36])([F:35])[F:34])[CH:28]=3)[C:18](=[O:37])[N:17]2[C:38]([O:40][C:41]2[CH:46]=CC([N+]([O-])=O)=CC=2)=[O:39])=[CH:12][CH:11]=1)#[N:9].O.